Dataset: Peptide-MHC class I binding affinity with 185,985 pairs from IEDB/IMGT. Task: Regression. Given a peptide amino acid sequence and an MHC pseudo amino acid sequence, predict their binding affinity value. This is MHC class I binding data. (1) The peptide sequence is QELKNSAVSL. The MHC is HLA-A02:02 with pseudo-sequence HLA-A02:02. The binding affinity (normalized) is 0.0266. (2) The peptide sequence is AMWLLLLSI. The MHC is HLA-A02:06 with pseudo-sequence HLA-A02:06. The binding affinity (normalized) is 0.483.